From a dataset of Forward reaction prediction with 1.9M reactions from USPTO patents (1976-2016). Predict the product of the given reaction. (1) Given the reactants [F:1][C:2]([F:7])([F:6])[C:3](O)=O.F[C:9](F)([N:21]1[CH:25]=[C:24]([C:26]2[CH:31]=[CH:30][C:29]([N:32]3[CH:36]=[C:35]([CH3:37])[N:34]=[CH:33]3)=[C:28]([O:38][CH3:39])[CH:27]=2)[N:23]=[N:22]1)[C:10]([NH:12][CH2:13][C:14]1[CH:19]=[CH:18][C:17]([F:20])=[CH:16][CH:15]=1)=[O:11].[CH2:41](O)C, predict the reaction product. The product is: [F:20][C:17]1[C:16]2[CH2:15][CH2:41][C@H:9]([N:21]3[CH:25]=[C:24]([C:26]4[CH:31]=[CH:30][C:29]([N:32]5[CH:36]=[C:35]([CH3:37])[N:34]=[CH:33]5)=[C:28]([O:38][CH3:39])[CH:27]=4)[N:23]=[N:22]3)[C:10](=[O:11])[N:12]([CH2:3][C:2]([F:7])([F:6])[F:1])[C:13]=2[CH:14]=[CH:19][CH:18]=1. (2) Given the reactants [Si:1]([O:18][CH2:19][C:20]1([CH:26]=[O:27])[CH2:25][CH2:24][CH2:23][CH2:22][CH2:21]1)([C:14]([CH3:17])([CH3:16])[CH3:15])([C:8]1[CH:13]=[CH:12][CH:11]=[CH:10][CH:9]=1)[C:2]1[CH:7]=[CH:6][CH:5]=[CH:4][CH:3]=1.CC(=CC)C.P([O-])(O)(O)=[O:34].[Na+].Cl([O-])=O.[Na+].[Cl-].[NH4+], predict the reaction product. The product is: [Si:1]([O:18][CH2:19][C:20]1([C:26]([OH:34])=[O:27])[CH2:25][CH2:24][CH2:23][CH2:22][CH2:21]1)([C:14]([CH3:16])([CH3:17])[CH3:15])([C:8]1[CH:9]=[CH:10][CH:11]=[CH:12][CH:13]=1)[C:2]1[CH:3]=[CH:4][CH:5]=[CH:6][CH:7]=1.